The task is: Predict which catalyst facilitates the given reaction.. This data is from Catalyst prediction with 721,799 reactions and 888 catalyst types from USPTO. (1) Product: [CH2:24]([O:26]/[N:27]=[C:21](/[C:18]1[CH:19]=[CH:20][C:15]2[N:16]([C:12]([CH2:11][C:7]3[CH:6]=[C:5]4[C:10](=[CH:9][CH:8]=3)[N:1]=[CH:2][CH:3]=[CH:4]4)=[N:13][N:14]=2)[N:17]=1)\[CH3:22])[CH3:25]. The catalyst class is: 5. Reactant: [N:1]1[C:10]2[C:5](=[CH:6][C:7]([CH2:11][C:12]3[N:16]4[N:17]=[C:18]([C:21](=O)[CH3:22])[CH:19]=[CH:20][C:15]4=[N:14][N:13]=3)=[CH:8][CH:9]=2)[CH:4]=[CH:3][CH:2]=1.[CH2:24]([O:26][NH2:27])[CH3:25]. (2) Reactant: [CH2:1]([O:3][C:4]1[CH:5]=[C:6]([CH:9]=[CH:10][C:11]=1[OH:12])[CH:7]=[O:8])[CH3:2].[CH2:13](Br)[C:14]1[CH:19]=[CH:18][CH:17]=[CH:16][CH:15]=1.C(=O)([O-])[O-].[K+].[K+].C(#N)C. The catalyst class is: 13. Product: [CH2:13]([O:12][C:11]1[CH:10]=[CH:9][C:6]([CH:7]=[O:8])=[CH:5][C:4]=1[O:3][CH2:1][CH3:2])[C:14]1[CH:19]=[CH:18][CH:17]=[CH:16][CH:15]=1. (3) Reactant: [Cl:1][C:2]1[CH:7]=[CH:6][C:5]([CH2:8][CH2:9][NH2:10])=[CH:4][CH:3]=1.CCN(C(C)C)C(C)C.[Cl:20][C:21]1[CH:29]=[CH:28][C:24]([C:25](Cl)=[O:26])=[CH:23][C:22]=1[N+:30]([O-:32])=[O:31]. Product: [Cl:1][C:2]1[CH:7]=[CH:6][C:5]([CH2:8][CH2:9][NH:10][C:25](=[O:26])[C:24]2[CH:28]=[CH:29][C:21]([Cl:20])=[C:22]([N+:30]([O-:32])=[O:31])[CH:23]=2)=[CH:4][CH:3]=1. The catalyst class is: 2. (4) Reactant: [F:1][C:2]([F:19])([F:18])[C:3]1[CH:8]=[CH:7][C:6]([C:9]2[C:10]([C:15](Cl)=[O:16])=[CH:11][CH:12]=[CH:13][CH:14]=2)=[CH:5][CH:4]=1.[C:20]([C:22]1[CH:28]=[CH:27][C:25]([NH2:26])=[CH:24][CH:23]=1)#[CH:21].C(N(CC)CC)C.C(OCC)(=O)C. Product: [C:20]([C:22]1[CH:28]=[CH:27][C:25]([NH:26][C:15]([C:10]2[C:9]([C:6]3[CH:7]=[CH:8][C:3]([C:2]([F:19])([F:18])[F:1])=[CH:4][CH:5]=3)=[CH:14][CH:13]=[CH:12][CH:11]=2)=[O:16])=[CH:24][CH:23]=1)#[CH:21]. The catalyst class is: 30. (5) Reactant: [CH2:1]([O:3][C:4]1[CH:5]=[C:6]([CH:30]=[CH:31][C:32]=1[O:33][CH2:34][CH3:35])[CH2:7][C:8]1[O:12][N:11]=[C:10]([C:13]2[CH:21]=[CH:20][CH:19]=[C:18]3[C:14]=2[CH2:15][CH2:16][C@H:17]3[NH:22]C(=O)OC(C)(C)C)[N:9]=1)[CH3:2].[ClH:36]. Product: [ClH:36].[CH2:1]([O:3][C:4]1[CH:5]=[C:6]([CH:30]=[CH:31][C:32]=1[O:33][CH2:34][CH3:35])[CH2:7][C:8]1[O:12][N:11]=[C:10]([C:13]2[CH:21]=[CH:20][CH:19]=[C:18]3[C:14]=2[CH2:15][CH2:16][C@H:17]3[NH2:22])[N:9]=1)[CH3:2]. The catalyst class is: 12.